From a dataset of Forward reaction prediction with 1.9M reactions from USPTO patents (1976-2016). Predict the product of the given reaction. (1) Given the reactants [Cl:1][C:2]1[CH:14]=[C:13]([F:15])[C:12]([N:16]2[C:21](=[O:22])[CH:20]=[C:19]([C:23]([F:26])([F:25])[F:24])[N:18]([CH3:27])[C:17]2=[O:28])=[CH:11][C:3]=1[O:4][CH:5](SC)[C:6]([NH2:8])=[O:7].Cl[C:30]1C=CC=C(C(OO)=O)C=1.C(=O)(O)[O-].[Na+].[S:45]([O-:49])([O-])(=[O:47])=S.[Na+].[Na+], predict the reaction product. The product is: [Cl:1][C:2]1[CH:14]=[C:13]([F:15])[C:12]([N:16]2[C:21](=[O:22])[CH:20]=[C:19]([C:23]([F:24])([F:25])[F:26])[N:18]([CH3:27])[C:17]2=[O:28])=[CH:11][C:3]=1[O:4][CH:5]([S:45]([CH3:30])(=[O:49])=[O:47])[C:6]([NH2:8])=[O:7]. (2) Given the reactants [C@@H:1]1([N:9]2[CH:16]=[CH:15][C:13](=[O:14])[NH:12][C:10]2=[O:11])[O:8][C@H:5]([CH2:6][OH:7])[C@@H:3]([OH:4])[CH2:2]1.S(=O)(=O)(O)O.[F:22][C:23](I)([F:25])[F:24].OO, predict the reaction product. The product is: [F:22][C:23]([F:25])([F:24])[C:15]1[C:13](=[O:14])[NH:12][C:10](=[O:11])[N:9]([CH:16]=1)[C@@H:1]1[O:8][C@H:5]([CH2:6][OH:7])[C@@H:3]([OH:4])[CH2:2]1.